From a dataset of Full USPTO retrosynthesis dataset with 1.9M reactions from patents (1976-2016). Predict the reactants needed to synthesize the given product. Given the product [C:24]([C:17]1[C:18](=[O:23])[C:19]([O:21][CH3:22])=[CH:20][N:15]([C:3]2[CH:4]=[CH:5][C:6]([N:9]3[CH2:14][CH2:13][O:12][CH2:11][CH2:10]3)=[C:7]([F:8])[C:2]=2[F:1])[N:16]=1)(=[O:25])[CH3:30], predict the reactants needed to synthesize it. The reactants are: [F:1][C:2]1[C:7]([F:8])=[C:6]([N:9]2[CH2:14][CH2:13][O:12][CH2:11][CH2:10]2)[CH:5]=[CH:4][C:3]=1[N:15]1[CH:20]=[C:19]([O:21][CH3:22])[C:18](=[O:23])[C:17]([C:24](N(OC)C)=[O:25])=[N:16]1.[CH3:30][Mg+].[Br-].